This data is from Catalyst prediction with 721,799 reactions and 888 catalyst types from USPTO. The task is: Predict which catalyst facilitates the given reaction. Reactant: [CH2:1]([O:3][C:4]1[CH:5]=[C:6]2[C:11](=[C:12]3[CH2:16][C:15]([CH3:18])([CH3:17])[O:14][C:13]=13)[C:10]([C:19]1[CH:24]=[CH:23][CH:22]=[CH:21][CH:20]=1)=[N:9][C:8]([CH3:26])([CH3:25])[CH2:7]2)[CH3:2].Cl.CO.[BH4-].[Na+].O. Product: [CH2:1]([O:3][C:4]1[CH:5]=[C:6]2[C:11](=[C:12]3[CH2:16][C:15]([CH3:18])([CH3:17])[O:14][C:13]=13)[CH:10]([C:19]1[CH:24]=[CH:23][CH:22]=[CH:21][CH:20]=1)[NH:9][C:8]([CH3:25])([CH3:26])[CH2:7]2)[CH3:2]. The catalyst class is: 5.